Dataset: Kir2.1 potassium channel HTS with 301,493 compounds. Task: Binary Classification. Given a drug SMILES string, predict its activity (active/inactive) in a high-throughput screening assay against a specified biological target. (1) The compound is S(Cc1c(onc1C)C)CC(=O)Nc1sc2c(n1)cccc2. The result is 0 (inactive). (2) The drug is Clc1cc(NC(=O)C2CCN(S(=O)(=O)c3sccc3)CC2)ncc1. The result is 0 (inactive). (3) The drug is O=C(C(C(=O)Nc1cc(ccc1)C)C)c1ccccc1. The result is 0 (inactive). (4) The drug is O=c1n2c(nc3n(c(cc13)C(=O)NCCCn1ccnc1)C)c(ccc2)C. The result is 0 (inactive).